This data is from Catalyst prediction with 721,799 reactions and 888 catalyst types from USPTO. The task is: Predict which catalyst facilitates the given reaction. (1) Reactant: [NH:1]1[CH2:6][CH2:5][CH2:4][CH2:3][CH2:2]1.Cl[C:8]1[C:9]([O:18][C:19]([F:22])([F:21])[F:20])=[CH:10][C:11]([N+:15]([O-:17])=[O:16])=[C:12]([NH2:14])[CH:13]=1. Product: [N+:15]([C:11]1[CH:10]=[C:9]([O:18][C:19]([F:20])([F:21])[F:22])[C:8]([N:1]2[CH2:6][CH2:5][CH2:4][CH2:3][CH2:2]2)=[CH:13][C:12]=1[NH2:14])([O-:17])=[O:16]. The catalyst class is: 6. (2) Reactant: [C:1]([NH:8][C@@H:9]([C:13]([N:15]1[CH2:20][CH:19]=[CH:18][CH:17]([OH:21])[CH2:16]1)=[O:14])[CH:10]([CH3:12])[CH3:11])([O:3][C:4]([CH3:7])([CH3:6])[CH3:5])=[O:2].[CH3:22][S:23](Cl)(=[O:25])=[O:24].Cl. Product: [S:23]([O:21][CH:17]1[CH:18]=[CH:19][CH2:20][N:15]([C:13](=[O:14])[C@@H:9]([CH:10]([CH3:12])[CH3:11])[NH:8][C:1]([O:3][C:4]([CH3:5])([CH3:6])[CH3:7])=[O:2])[CH2:16]1)([CH3:22])(=[O:25])=[O:24]. The catalyst class is: 172. (3) Reactant: [N+:1]([C:4]1[CH:5]=[N:6][N:7]([CH:9]2[CH2:14][CH2:13][N:12]([C:15]([O:17][C:18]([CH3:21])([CH3:20])[CH3:19])=[O:16])[CH2:11][CH2:10]2)[CH:8]=1)([O-])=O. Product: [NH2:1][C:4]1[CH:5]=[N:6][N:7]([CH:9]2[CH2:10][CH2:11][N:12]([C:15]([O:17][C:18]([CH3:21])([CH3:20])[CH3:19])=[O:16])[CH2:13][CH2:14]2)[CH:8]=1. The catalyst class is: 256. (4) Reactant: C(NC1CCCCC1)(C)C.[Li]CCCC.[C:16]([O:20][C:21](=[O:23])[CH3:22])([CH3:19])([CH3:18])[CH3:17].[Br:24][C:25]1[CH:30]=[CH:29][C:28]([O:31][CH2:32][CH2:33][O:34][CH3:35])=[CH:27][C:26]=1[CH2:36]Br. Product: [Br:24][C:25]1[CH:30]=[CH:29][C:28]([O:31][CH2:32][CH2:33][O:34][CH3:35])=[CH:27][C:26]=1[CH2:36][CH2:22][C:21]([O:20][C:16]([CH3:19])([CH3:18])[CH3:17])=[O:23]. The catalyst class is: 1. (5) Reactant: [CH3:1][O:2][C:3]1[CH:8]=[CH:7][CH:6]=[CH:5][C:4]=1[C:9]1[CH:17]=[C:16]2[C:12]([CH2:13][C:14](=[O:18])[NH:15]2)=[CH:11][CH:10]=1.[CH:19]([C:21]1[NH:22][C:23]2[CH2:24][CH2:25][CH2:26][CH2:27][C:28]=2[C:29]=1[CH2:30][CH2:31][C:32]([OH:34])=[O:33])=O. Product: [CH3:1][O:2][C:3]1[CH:8]=[CH:7][CH:6]=[CH:5][C:4]=1[C:9]1[CH:17]=[C:16]2[C:12]([C:13](=[CH:19][C:21]3[NH:22][C:23]4[CH2:24][CH2:25][CH2:26][CH2:27][C:28]=4[C:29]=3[CH2:30][CH2:31][C:32]([OH:34])=[O:33])[C:14](=[O:18])[NH:15]2)=[CH:11][CH:10]=1. The catalyst class is: 495. (6) Reactant: [CH3:1][C:2]1[CH:3]=[N:4][C:5]2[CH:6]=[CH:7][CH:8]=[C:9]([CH:12]=O)[C:10]=2[CH:11]=1.[CH3:14][C:15]1[N:16]=[C:17]([CH2:20][C:21]([CH3:23])=O)[S:18][CH:19]=1.[NH2:24]/[C:25](/[CH3:29])=[CH:26]\[C:27]#[N:28]. Product: [CH3:29][C:25]1[NH:24][C:21]([CH3:23])=[C:20]([C:17]2[S:18][CH:19]=[C:15]([CH3:14])[N:16]=2)[CH:12]([C:9]2[CH:8]=[CH:7][CH:6]=[C:5]3[C:10]=2[CH:11]=[C:2]([CH3:1])[CH:3]=[N:4]3)[C:26]=1[C:27]#[N:28]. The catalyst class is: 32.